The task is: Binary Classification. Given a drug SMILES string, predict its activity (active/inactive) in a high-throughput screening assay against a specified biological target.. This data is from HIV replication inhibition screening data with 41,000+ compounds from the AIDS Antiviral Screen. (1) The compound is CN1CCC2(CC1)SCC1C(=O)N(c3ccc(Cl)cc3)C(=O)N12. The result is 0 (inactive). (2) The molecule is Cc1ccc(SC[c-]2nc3ccccc3c(C)[n+]2=O)cc1. The result is 1 (active). (3) The molecule is CCOC(=O)CCC(NC(=O)c1ccc(Oc2nc3c(N)cc(C(F)(F)F)cc3nc2-c2ccccc2)cc1)C(=O)OCC. The result is 0 (inactive). (4) The result is 0 (inactive). The molecule is CCCc1c(O)nc(Nc2nc3ccccc3[nH]2)nc1O. (5) The drug is O=C1C2CCC(N1CCc1ccccc1)n1c(=O)n(-c3ccccc3)c(=O)n12. The result is 0 (inactive). (6) The molecule is COC(=O)c1cc(C(=CCCN=[N+]=[N-])c2cc(Br)c(OC)c(C(=O)OC)c2)cc(Br)c1OC. The result is 1 (active). (7) The molecule is COc1cc2c(cc1OC)C(C(CBr)CBr)N(C1CCCC1)CC2. The result is 0 (inactive).